This data is from Reaction yield outcomes from USPTO patents with 853,638 reactions. The task is: Predict the reaction yield, written as a fraction of the theoretical maximum amount of product (1.0 means a 100% yield; for example, 0.34 means a 34% yield). (1) The reactants are [N+:1]([C:4]1[CH:9]=[CH:8][C:7]([C:10]2[CH2:15][CH2:14][N:13]([C:16]([O:18][C:19]([CH3:22])([CH3:21])[CH3:20])=[O:17])[CH2:12][CH:11]=2)=[C:6]([C:23]([F:26])([F:25])[F:24])[CH:5]=1)([O-])=O. The catalyst is [Pd].CO. The product is [NH2:1][C:4]1[CH:9]=[CH:8][C:7]([CH:10]2[CH2:11][CH2:12][N:13]([C:16]([O:18][C:19]([CH3:22])([CH3:21])[CH3:20])=[O:17])[CH2:14][CH2:15]2)=[C:6]([C:23]([F:26])([F:24])[F:25])[CH:5]=1. The yield is 0.840. (2) The yield is 0.920. The catalyst is CO.C1COCC1.[Zn]. The product is [NH2:18][C:16]1[C:15]([F:21])=[CH:14][C:13]([CH3:22])=[C:12]([N:7]2[CH2:8][C:9]3[CH:10]=[N:11][C:2]([Cl:1])=[CH:3][C:4]=3[N:5]([CH3:24])[C:6]2=[O:23])[CH:17]=1. The reactants are [Cl:1][C:2]1[N:11]=[CH:10][C:9]2[CH2:8][N:7]([C:12]3[CH:17]=[C:16]([N+:18]([O-])=O)[C:15]([F:21])=[CH:14][C:13]=3[CH3:22])[C:6](=[O:23])[N:5]([CH3:24])[C:4]=2[CH:3]=1.[NH4+].[Cl-]. (3) The reactants are [NH2:1][CH2:2][C:3]1[CH:4]=[CH:5][C:6]2[S:10][C:9](CC(C)C)=[N:8][C:7]=2[CH:15]=1.[H-].[Al+3].[Li+].[H-].[H-].[H-].C(C1SC2C=CC(C#N)=CC=2N=1)C(C)C.[OH-:37].[Na+]. The catalyst is C1COCC1.O. The product is [O:37]=[C:9]1[NH:8][C:7]2[CH:15]=[C:3]([C:2]#[N:1])[CH:4]=[CH:5][C:6]=2[S:10]1. The yield is 0.550.